From a dataset of Experimentally validated miRNA-target interactions with 360,000+ pairs, plus equal number of negative samples. Binary Classification. Given a miRNA mature sequence and a target amino acid sequence, predict their likelihood of interaction. (1) The miRNA is hsa-miR-3121-5p with sequence UCCUUUGCCUAUUCUAUUUAAG. The protein sequence of the target gene is METQELRGALALLLLCFFTSASQDLQVIDLLTVGESRQMVAVAEKIRTALLTAGDIYLLSTFRLPPKQGGVLFGLYSRQDNTRWLEASVVGKINKVLVRYQREDGKVHAVNLQQAGLADGRTHTVLLRLRGPSRPSPALHLYVDCKLGDQHAGLPALAPIPPAEVDGLEIRTGQKAYLRMQGFVESMKIILGGSMARVGALSECPFQGDESIHSAVTNALHSILGEQTKALVTQLTLFNQILVELRDDIRDQVKEMSLIRNTIMECQVCGFHEQRSHCSPNPCFRGVDCMEVYEYPGYRC.... Result: 0 (no interaction). (2) The protein sequence of the target gene is MAKTYDYLFKLLLIGDSGVGKTCLLFRFSEDAFNTTFISTIGIDFKIRTIELDGKKIKLQIWDTAGQERFRTITTAYYRGAMGIMLVYDITNEKSFDNIKNWIRNIEEHASSDVERMILGNKCDMNDKRQVSKERGEKLAIDYGIKFLETSAKSSANVEEAFFTLARDIMTKLNRKMNDSNSAGAGGPVKITENRSKKTSFFRCSLL. Result: 1 (interaction). The miRNA is hsa-miR-548aw with sequence GUGCAAAAGUCAUCACGGUU. (3) The miRNA is hsa-miR-6720-3p with sequence CGCGCCUGCAGGAACUGGUAGA. The protein sequence of the target gene is MAAAASPAILPRLAILPYLLFDWSGTGRADAHSLWYNFTIIHLPRHGQQWCEVQSQVDQKNFLSYDCGSDKVLSMGHLEEQLYATDAWGKQLEMLREVGQRLRLELADTELEDFTPSGPLTLQVRMSCECEADGYIRGSWQFSFDGRKFLLFDSNNRKWTVVHAGARRMKEKWEKDSGLTTFFKMVSMRDCKSWLRDFLMHRKKRLEPTAPPTMAPGLAQPKAIATTLSPWSFLIILCFILPGI. Result: 1 (interaction). (4) The miRNA is hsa-miR-3613-5p with sequence UGUUGUACUUUUUUUUUUGUUC. The protein sequence of the target gene is MDGSHSAALKLQQLPPTSSSSAVSEASFSYKENLIGALLAIFGHLVVSIALNLQKYCHIRLAGSKDPRAYFKTKTWWLGLFLMLLGELGVFASYAFAPLSLIVPLSAVSVIASAIIGIIFIKEKWKPKDFLRRYVLSFVGCGLAVVGTYLLVTFAPNSHEKMTGENVTRHLVSWPFLLYMLVEIILFCLLLYFYKEKNANNIVVILLLVALLGSMTVVTVKAVAGMLVLSIQGNLQLDYPIFYVMFVCMVATAVYQAAFLSQASQMYDSSLIASVGYILSTTIAITAGAIFYLDFIGEDV.... Result: 0 (no interaction).